Task: Predict the reactants needed to synthesize the given product.. Dataset: Full USPTO retrosynthesis dataset with 1.9M reactions from patents (1976-2016) (1) Given the product [OH:1][C@@H:2]1[C@H:6]([OH:7])[C@@H:5]([CH2:8][OH:9])[O:4][CH:3]1[N:10]1[CH:18]=[N:17][C:16]2[C:11]1=[N:12][C:13]([N:25]1[CH:29]=[C:28]([C:30]([NH:36][CH3:35])=[O:32])[CH:27]=[N:26]1)=[N:14][C:15]=2[NH:19][CH:20]1[CH2:24][CH2:23][CH2:22][CH2:21]1, predict the reactants needed to synthesize it. The reactants are: [OH:1][C@@H:2]1[C@H:6]([OH:7])[C@@H:5]([CH2:8][OH:9])[O:4][CH:3]1[N:10]1[CH:18]=[N:17][C:16]2[C:11]1=[N:12][C:13]([N:25]1[CH:29]=[C:28]([C:30]([O:32]CC)=O)[CH:27]=[N:26]1)=[N:14][C:15]=2[NH:19][CH:20]1[CH2:24][CH2:23][CH2:22][CH2:21]1.[CH3:35][NH2:36]. (2) Given the product [CH3:21][C@H:17]([N:14]1[CH2:15][CH2:16][C@H:12]([NH:11][C:9](=[O:10])[O:8][CH2:1][C:2]2[CH:3]=[CH:4][CH:5]=[CH:6][CH:7]=2)[C:13]1=[O:22])[C:18](=[O:20])[N:41]1[CH2:37][CH2:36][CH2:35][CH2:40][CH2:39]1, predict the reactants needed to synthesize it. The reactants are: [CH2:1]([O:8][C:9]([NH:11][C@H:12]1[CH2:16][CH2:15][N:14]([C@@H:17]([CH3:21])[C:18]([OH:20])=O)[C:13]1=[O:22])=[O:10])[C:2]1[CH:7]=[CH:6][CH:5]=[CH:4][CH:3]=1.Cl.CN(C)CCCN=C=NCC.[CH:35]1[CH:36]=[CH:37]C2N(O)N=[N:41][C:39]=2[CH:40]=1.N1CCCCC1. (3) Given the product [F:1][C:2]1[C:7]([F:8])=[CH:6][CH:5]=[CH:4][C:3]=1[CH2:9][S:10][C:11]1[N:16]=[C:15]([NH:17][S:18]([C:21]2[CH:26]=[CH:25][N:24]=[CH:23][CH:22]=2)(=[O:19])=[O:20])[CH:14]=[C:13]([O:27][C@H:28]([CH3:50])[CH2:29][OH:30])[N:12]=1, predict the reactants needed to synthesize it. The reactants are: [F:1][C:2]1[C:7]([F:8])=[CH:6][CH:5]=[CH:4][C:3]=1[CH2:9][S:10][C:11]1[N:16]=[C:15]([NH:17][S:18]([C:21]2[CH:26]=[CH:25][N:24]=[CH:23][CH:22]=2)(=[O:20])=[O:19])[CH:14]=[C:13]([O:27][C@H:28]([CH3:50])[CH2:29][O:30]C(C2C=CC=CC=2)(C2C=CC=CC=2)C2C=CC=CC=2)[N:12]=1.C1(C)C=CC(S(O)(=O)=O)=CC=1.C1(OC)C=CC=CC=1.